From a dataset of NCI-60 drug combinations with 297,098 pairs across 59 cell lines. Regression. Given two drug SMILES strings and cell line genomic features, predict the synergy score measuring deviation from expected non-interaction effect. (1) Cell line: UACC62. Drug 2: CC1CCCC2(C(O2)CC(NC(=O)CC(C(C(=O)C(C1O)C)(C)C)O)C(=CC3=CSC(=N3)C)C)C. Drug 1: C1=CC=C(C(=C1)C(C2=CC=C(C=C2)Cl)C(Cl)Cl)Cl. Synergy scores: CSS=37.9, Synergy_ZIP=4.36, Synergy_Bliss=2.61, Synergy_Loewe=-29.0, Synergy_HSA=3.60. (2) Drug 1: CC12CCC3C(C1CCC2=O)CC(=C)C4=CC(=O)C=CC34C. Drug 2: CCC1(C2=C(COC1=O)C(=O)N3CC4=CC5=C(C=CC(=C5CN(C)C)O)N=C4C3=C2)O.Cl. Cell line: SK-MEL-2. Synergy scores: CSS=47.9, Synergy_ZIP=0.412, Synergy_Bliss=2.52, Synergy_Loewe=-2.45, Synergy_HSA=2.11. (3) Cell line: NCIH23. Drug 2: C1CC(=O)NC(=O)C1N2CC3=C(C2=O)C=CC=C3N. Drug 1: CC1=C2C(C(=O)C3(C(CC4C(C3C(C(C2(C)C)(CC1OC(=O)C(C(C5=CC=CC=C5)NC(=O)OC(C)(C)C)O)O)OC(=O)C6=CC=CC=C6)(CO4)OC(=O)C)OC)C)OC. Synergy scores: CSS=24.4, Synergy_ZIP=-7.03, Synergy_Bliss=-13.3, Synergy_Loewe=-41.6, Synergy_HSA=-11.5.